The task is: Predict which catalyst facilitates the given reaction.. This data is from Catalyst prediction with 721,799 reactions and 888 catalyst types from USPTO. (1) Reactant: [NH:1]([C:3]1[N:4]=[C:5]2[CH:25]=[C:24]([N+:26]([O-:28])=[O:27])[CH:23]=[N:22][C:6]2=[N:7][C:8]=1[N:9]1[CH2:12][CH:11]([N:13]([CH3:21])[C:14](=[O:20])[O:15][C:16]([CH3:19])([CH3:18])[CH3:17])[CH2:10]1)[NH2:2].[CH:29](OC)(OC)OC. Product: [CH3:21][N:13]([CH:11]1[CH2:12][N:9]([C:8]2[C:3]3[N:4]([CH:29]=[N:2][N:1]=3)[C:5]3[CH:25]=[C:24]([N+:26]([O-:28])=[O:27])[CH:23]=[N:22][C:6]=3[N:7]=2)[CH2:10]1)[C:14](=[O:20])[O:15][C:16]([CH3:17])([CH3:19])[CH3:18]. The catalyst class is: 28. (2) Reactant: [CH3:1][O:2][C:3](=[O:27])[CH:4]([NH:15][C:16](=[O:26])[C:17]1[C:22]([CH3:23])=[CH:21][C:20]([CH3:24])=[CH:19][C:18]=1[CH3:25])[CH2:5][C:6]1[CH:11]=[CH:10][C:9]([N:12]=[N+:13]=[N-:14])=[CH:8][CH:7]=1.C([O:30][CH:31](OCC)[C:32]#[CH:33])C. Product: [CH3:1][O:2][C:3](=[O:27])[CH:4]([NH:15][C:16](=[O:26])[C:17]1[C:18]([CH3:25])=[CH:19][C:20]([CH3:24])=[CH:21][C:22]=1[CH3:23])[CH2:5][C:6]1[CH:7]=[CH:8][C:9]([N:12]2[CH:33]=[C:32]([CH:31]=[O:30])[N:14]=[N:13]2)=[CH:10][CH:11]=1. The catalyst class is: 708. (3) Reactant: [OH:1][C:2]1[C:11]([OH:12])=[CH:10][CH:9]=[CH:8][C:3]=1[C:4]([O:6][CH3:7])=[O:5].C(=O)([O-])[O-].[K+].[K+].[C:19](Cl)(=[O:26])[C:20]1[CH:25]=[CH:24][CH:23]=[CH:22][CH:21]=1. Product: [OH:1][C:2]1[C:11]([O:12][C:19]([C:20]2[CH:25]=[CH:24][CH:23]=[CH:22][CH:21]=2)=[O:26])=[CH:10][CH:9]=[CH:8][C:3]=1[C:4]([O:6][CH3:7])=[O:5]. The catalyst class is: 4. (4) Reactant: [OH:1][C:2]1[CH:7]=[C:6]([OH:8])[CH:5]=[CH:4][C:3]=1[CH:9]1[CH2:14][CH2:13][CH2:12][C:11](=O)[CH2:10]1.Cl.[O:17]([NH2:19])C.[C:20]([O-])(=O)C.[Na+].O(N)C. Product: [CH3:20][O:1][C:2]1[CH:7]=[C:6]([OH:8])[CH:5]=[CH:4][C:3]=1[CH:9]1[CH2:14][CH2:13][CH2:12][C:11](=[N:19][OH:17])[CH2:10]1. The catalyst class is: 8. (5) Reactant: [CH2:1]([N:8]1[CH2:13][CH2:12][N:11]([C:14]([O:16][C:17]([CH3:20])([CH3:19])[CH3:18])=[O:15])[C@H:10]([CH:21]=O)[CH2:9]1)[C:2]1[CH:7]=[CH:6][CH:5]=[CH:4][CH:3]=1.[Cl-].C1([P+](C2C=CC=CC=2)(C2C=CC=CC=2)[CH2:31][C:32]2[CH:37]=[CH:36][CH:35]=[CH:34][N:33]=2)C=CC=CC=1.[H-].[K+]. Product: [CH2:1]([N:8]1[CH2:13][CH2:12][N:11]([C:14]([O:16][C:17]([CH3:20])([CH3:19])[CH3:18])=[O:15])[C@H:10](/[CH:21]=[CH:31]/[C:32]2[CH:37]=[CH:36][CH:35]=[CH:34][N:33]=2)[CH2:9]1)[C:2]1[CH:7]=[CH:6][CH:5]=[CH:4][CH:3]=1. The catalyst class is: 220. (6) Reactant: C(Cl)(=O)C(Cl)=O.CS(C)=O.[S:11]1[CH:15]=[CH:14][CH:13]=[C:12]1[C:16]1([CH2:21][OH:22])[CH2:19][CH2:18][CH:17]1[CH3:20].CCN(CC)CC.C([O-])(O)=O.[Na+]. Product: [S:11]1[CH:15]=[CH:14][CH:13]=[C:12]1[C:16]1([CH:21]=[O:22])[CH2:19][CH2:18][CH:17]1[CH3:20]. The catalyst class is: 2.